This data is from Catalyst prediction with 721,799 reactions and 888 catalyst types from USPTO. The task is: Predict which catalyst facilitates the given reaction. Reactant: [CH3:1][C:2]1([CH3:15])[C:14]2[CH:13]=[CH:12][CH:11]=[CH:10][C:9]=2[C:8]2[C:3]1=[CH:4][CH:5]=[CH:6][CH:7]=2.Br[C:17]([CH3:22])([CH3:21])[C:18](Br)=[O:19].[Cl-].[Cl-].[Cl-].[Al+3]. Product: [CH3:21][CH:17]1[C:18](=[O:19])[C:5]2=[CH:4][C:3]3[C:2]([CH3:15])([CH3:1])[C:14]4[C:9]([C:8]=3[CH:7]=[C:6]2[CH2:22]1)=[CH:10][CH:11]=[CH:12][CH:13]=4. The catalyst class is: 534.